From a dataset of Catalyst prediction with 721,799 reactions and 888 catalyst types from USPTO. Predict which catalyst facilitates the given reaction. (1) Reactant: [C:1](=O)([O-])[O-:2].[Cs+].[Cs+].C(P(C(C)(C)C)C1C(C)=C(C)C(C)=C(C)C=1C1C2C(=CC=CC=2)C=CC=1C(C)C)(C)(C)C.Cl[C:40]1[N:41]=[C:42]([CH2:70][C:71]([CH3:74])([CH3:73])[CH3:72])[CH:43]=[C:44]2[C@@H:49]([NH:50][CH2:51][C@@H:52]([OH:66])[C@@H:53]([NH:62][C:63](=[O:65])[CH3:64])[CH2:54][C:55]3[CH:60]=[CH:59][CH:58]=[C:57]([F:61])[CH:56]=3)[CH2:48][C:47]3([CH2:69][CH2:68][CH2:67]3)[O:46][C:45]=12.CO. Product: [CH3:72][C:71]([CH3:74])([CH3:73])[CH2:70][C:42]1[CH:43]=[C:44]2[C@@H:49]([NH:50][CH2:51][C@@H:52]([OH:66])[C@@H:53]([NH:62][C:63](=[O:65])[CH3:64])[CH2:54][C:55]3[CH:60]=[CH:59][CH:58]=[C:57]([F:61])[CH:56]=3)[CH2:48][C:47]3([CH2:69][CH2:68][CH2:67]3)[O:46][C:45]2=[C:40]([O:2][CH3:1])[N:41]=1. The catalyst class is: 487. (2) The catalyst class is: 6. Product: [OH:8][C@@H:7]1[C@@H:3]([OH:2])[C@H:4]([C:11]2[C:15]3[N:16]=[CH:17][NH:18][C:19](=[O:20])[C:14]=3[NH:13][CH:12]=2)[N:5]([C:30]([O:32][C:33]([CH3:36])([CH3:35])[CH3:34])=[O:31])[C@@H:6]1[CH2:9][OH:10]. Reactant: Cl.[OH:2][C@@H:3]1[C@@H:7]([OH:8])[C@@H:6]([CH2:9][OH:10])[NH:5][C@H:4]1[C:11]1[C:15]2[N:16]=[CH:17][NH:18][C:19](=[O:20])[C:14]=2[NH:13][CH:12]=1.CO.C(N(CC)CC)C.[C:30](O[C:30]([O:32][C:33]([CH3:36])([CH3:35])[CH3:34])=[O:31])([O:32][C:33]([CH3:36])([CH3:35])[CH3:34])=[O:31]. (3) Reactant: [CH2:1]([N:8]([CH2:13][CH:14]([C:26]1[CH:31]=[CH:30][C:29]([Cl:32])=[C:28]([Cl:33])[CH:27]=1)[CH:15]([OH:25])[CH2:16][O:17][Si:18]([C:21]([CH3:24])([CH3:23])[CH3:22])([CH3:20])[CH3:19])[C:9](=[O:12])[CH2:10]Cl)[C:2]1[CH:7]=[CH:6][CH:5]=[CH:4][CH:3]=1.C[O-].[Na+].O. Product: [CH2:1]([N:8]1[CH2:13][CH:14]([C:26]2[CH:31]=[CH:30][C:29]([Cl:32])=[C:28]([Cl:33])[CH:27]=2)[CH:15]([CH2:16][O:17][Si:18]([C:21]([CH3:24])([CH3:22])[CH3:23])([CH3:19])[CH3:20])[O:25][CH2:10][C:9]1=[O:12])[C:2]1[CH:3]=[CH:4][CH:5]=[CH:6][CH:7]=1. The catalyst class is: 1. (4) Reactant: [F:1][C:2]1[CH:3]=[CH:4][C:5]([O:38][CH3:39])=[C:6]([C:8]2[CH:13]=[CH:12][N:11]=[C:10]3[NH:14][C:15]([C:17]4[CH2:18][CH2:19][N:20]([S:23]([NH:26][C:27](=[O:37])[O:28][CH2:29][CH:30]5[CH2:34][O:33]C(C)(C)[O:31]5)(=[O:25])=[O:24])[CH2:21][CH:22]=4)=[CH:16][C:9]=23)[CH:7]=1.Cl.C(=O)(O)[O-].[Na+]. Product: [F:1][C:2]1[CH:3]=[CH:4][C:5]([O:38][CH3:39])=[C:6]([C:8]2[CH:13]=[CH:12][N:11]=[C:10]3[NH:14][C:15]([C:17]4[CH2:22][CH2:21][N:20]([S:23]([NH:26][C:27](=[O:37])[O:28][CH2:29][CH:30]([OH:31])[CH2:34][OH:33])(=[O:24])=[O:25])[CH2:19][CH:18]=4)=[CH:16][C:9]=23)[CH:7]=1. The catalyst class is: 7. (5) Reactant: [CH:1]1([C:6]2([CH2:14][CH2:15][C:16]3[CH:21]=[CH:20][C:19]([C:22]4([C:26]#[N:27])[CH2:25][CH2:24][CH2:23]4)=[C:18]([F:28])[CH:17]=3)[CH2:11][C:10](=[O:12])[CH2:9][C:8](=[O:13])[O:7]2)[CH2:5][CH2:4][CH2:3][CH2:2]1.[CH3:29][C:30]1[CH:31]=[N:32][C:33]2[N:34]([N:36]=[C:37]([CH:39]=O)[N:38]=2)[CH:35]=1. The catalyst class is: 5. Product: [CH:1]1([C:6]2([CH2:14][CH2:15][C:16]3[CH:21]=[CH:20][C:19]([C:22]4([C:26]#[N:27])[CH2:23][CH2:24][CH2:25]4)=[C:18]([F:28])[CH:17]=3)[CH2:11][C:10]([OH:12])=[C:9]([CH2:39][C:37]3[N:38]=[C:33]4[N:32]=[CH:31][C:30]([CH3:29])=[CH:35][N:34]4[N:36]=3)[C:8](=[O:13])[O:7]2)[CH2:5][CH2:4][CH2:3][CH2:2]1. (6) Reactant: [NH:1]([C:6]([O:8][C:9]([CH3:12])([CH3:11])[CH3:10])=[O:7])[CH2:2][C:3]([OH:5])=O.C(N=C=NC(C)C)(C)C.C1C=CC2N(O)N=NC=2C=1.[F:32][C:33]1[CH:34]=[C:35]([CH:38]=[C:39]([C:41]([F:44])([F:43])[F:42])[CH:40]=1)[CH2:36][NH2:37]. Product: [C:9]([O:8][C:6](=[O:7])[NH:1][CH2:2][C:3](=[O:5])[NH:37][CH2:36][C:35]1[CH:38]=[C:39]([C:41]([F:42])([F:43])[F:44])[CH:40]=[C:33]([F:32])[CH:34]=1)([CH3:12])([CH3:11])[CH3:10]. The catalyst class is: 3. (7) Reactant: C(N(C(C)C)CC)(C)C.[NH2:10][C:11]1[CH:26]=[CH:25][C:24]([Cl:27])=[CH:23][C:12]=1[C:13]([NH:15][CH2:16][CH:17]1[CH2:22][CH2:21][CH2:20][CH2:19][CH2:18]1)=[O:14].[N:28]1[C:37]2[C:32](=[CH:33][CH:34]=[CH:35][C:36]=2[C:38](O)=[O:39])[CH:31]=[CH:30][CH:29]=1.CN(C(ON1N=NC2C=CC=NC1=2)=[N+](C)C)C.F[P-](F)(F)(F)(F)F. Product: [Cl:27][C:24]1[CH:25]=[CH:26][C:11]([NH:10][C:38]([C:36]2[CH:35]=[CH:34][CH:33]=[C:32]3[C:37]=2[N:28]=[CH:29][CH:30]=[CH:31]3)=[O:39])=[C:12]([C:13]([NH:15][CH2:16][CH:17]2[CH2:22][CH2:21][CH2:20][CH2:19][CH2:18]2)=[O:14])[CH:23]=1. The catalyst class is: 3. (8) Reactant: [CH3:1][O:2][C:3]([C:5]1[CH:6]=[N:7][C:8]2[C:13]([C:14]=1[O:15][CH3:16])=[CH:12][C:11]([CH:17]=O)=[CH:10][CH:9]=2)=[O:4].[C:19]1([C@@H:25]2[CH2:27][C@H:26]2[NH:28][C:29]2[S:30][CH2:31][C:32](=[O:34])[N:33]=2)[CH:24]=[CH:23][CH:22]=[CH:21][CH:20]=1.N1CCCCC1. Product: [CH3:1][O:2][C:3]([C:5]1[CH:6]=[N:7][C:8]2[C:13]([C:14]=1[O:15][CH3:16])=[CH:12][C:11](/[CH:17]=[C:31]1/[C:32](=[O:34])[N:33]=[C:29]([NH:28][C@@H:26]3[CH2:27][C@H:25]3[C:19]3[CH:20]=[CH:21][CH:22]=[CH:23][CH:24]=3)[S:30]/1)=[CH:10][CH:9]=2)=[O:4]. The catalyst class is: 11.